Task: Predict the reactants needed to synthesize the given product.. Dataset: Full USPTO retrosynthesis dataset with 1.9M reactions from patents (1976-2016) (1) Given the product [CH3:10][O:9][C:7]1[CH:6]=[C:5]([CH2:11][CH2:12][N:13]2[C:14]3[C:15](=[CH:16][C:17]([O:20][CH2:21][C:22]#[CH:23])=[CH:18][CH:19]=3)[C:24]([C:26]3[CH:27]=[CH:28][C:29]([CH:32]([CH3:33])[CH3:34])=[CH:30][CH:31]=3)=[N:38][C:37]2=[O:35])[CH:4]=[C:3]([O:2][CH3:1])[CH:8]=1, predict the reactants needed to synthesize it. The reactants are: [CH3:1][O:2][C:3]1[CH:4]=[C:5]([CH2:11][CH2:12][NH:13][C:14]2[CH:19]=[CH:18][C:17]([O:20][CH2:21][C:22]#[CH:23])=[CH:16][C:15]=2[C:24]([C:26]2[CH:31]=[CH:30][C:29]([CH:32]([CH3:34])[CH3:33])=[CH:28][CH:27]=2)=O)[CH:6]=[C:7]([O:9][CH3:10])[CH:8]=1.[O:35]([C:37]#[N:38])[Na]. (2) Given the product [Cl:12][C:13]1[CH:18]=[CH:17][CH:16]=[CH:15][C:14]=1[O:11][CH2:10][CH2:9][CH2:8][C:5]1[CH:4]=[CH:3][C:2]([Br:1])=[CH:7][CH:6]=1, predict the reactants needed to synthesize it. The reactants are: [Br:1][C:2]1[CH:7]=[CH:6][C:5]([CH2:8][CH2:9][CH2:10][OH:11])=[CH:4][CH:3]=1.[Cl:12][C:13]1[CH:18]=[CH:17][CH:16]=[CH:15][C:14]=1O.N(C(OC(C)C)=O)=NC(OC(C)C)=O.C(P(CCCC)CCCC)CCC. (3) Given the product [N:13]([CH2:2][C:3]1[CH:8]=[CH:7][CH:6]=[C:5]([C:9]([OH:12])([CH3:11])[CH3:10])[N:4]=1)=[N+:14]=[N-:15], predict the reactants needed to synthesize it. The reactants are: Br[CH2:2][C:3]1[CH:8]=[CH:7][CH:6]=[C:5]([C:9]([OH:12])([CH3:11])[CH3:10])[N:4]=1.[N-:13]=[N+:14]=[N-:15].[Na+]. (4) Given the product [C:1]1(=[O:13])[CH2:12][CH2:11][CH2:10][CH2:9][CH2:8][CH2:7][CH2:6][CH2:5][CH2:4][CH2:3][CH2:2]1, predict the reactants needed to synthesize it. The reactants are: [C:1]1(=[O:13])[CH2:12][CH2:11][CH2:10][CH:9]=[CH:8][CH2:7][CH2:6][CH:5]=[CH:4][CH2:3][CH2:2]1.[H][H]. (5) The reactants are: C(O)(=O)C.[C:5]([CH2:13][C:14]([O:16][CH2:17][CH3:18])=[O:15])(=O)[C:6]1[CH:11]=[CH:10][CH:9]=[CH:8][CH:7]=1.[CH3:19][NH2:20]. Given the product [CH3:19][NH:20][C:5]([C:6]1[CH:11]=[CH:10][CH:9]=[CH:8][CH:7]=1)=[CH:13][C:14]([O:16][CH2:17][CH3:18])=[O:15], predict the reactants needed to synthesize it. (6) Given the product [N:6]1[CH:7]=[CH:2][N:3]=[CH:4][C:5]=1[NH:8][C:9](=[O:26])[CH:10]([NH:14][C:15](=[O:25])[CH2:16][C:17]1[CH:18]=[C:19]([F:24])[CH:20]=[C:21]([F:23])[CH:22]=1)[CH2:11][CH2:12][CH3:13], predict the reactants needed to synthesize it. The reactants are: Br[C:2]1[N:3]=[CH:4][C:5]([NH:8][C:9](=[O:26])[CH:10]([NH:14][C:15](=[O:25])[CH2:16][C:17]2[CH:22]=[C:21]([F:23])[CH:20]=[C:19]([F:24])[CH:18]=2)[CH2:11][CH2:12][CH3:13])=[N:6][CH:7]=1.C(C(N)CC)C. (7) Given the product [CH2:21]([O:25][C:18]1[C:13]([NH:12][S:9]([C:3]2[CH:4]=[CH:5][CH:6]=[C:7]([Cl:8])[C:2]=2[Cl:1])(=[O:11])=[O:10])=[N:14][CH:15]=[C:16]([Cl:20])[N:17]=1)[CH2:22][CH2:23][CH3:24], predict the reactants needed to synthesize it. The reactants are: [Cl:1][C:2]1[C:7]([Cl:8])=[CH:6][CH:5]=[CH:4][C:3]=1[S:9]([NH:12][C:13]1[C:18](Cl)=[N:17][C:16]([Cl:20])=[CH:15][N:14]=1)(=[O:11])=[O:10].[CH2:21]([OH:25])[CH2:22][CH2:23][CH3:24]. (8) Given the product [C:21]([C:25]1[CH:26]=[C:27]([CH3:28])[C:32](=[C:31]([C:34]2[CH:39]=[CH:38][CH:37]=[CH:36][CH:35]=2)[CH3:3])[CH:29]=1)([CH3:24])([CH3:23])[CH3:22], predict the reactants needed to synthesize it. The reactants are: [OH-].[K+].[CH2:3]1OCCOCCOCCOCCOCCOC1.[C:21]([C:25]1[CH2:29][CH:28]=[C:27](C)[CH:26]=1)([CH3:24])([CH3:23])[CH3:22].[C:31]([C:34]1[CH:39]=[CH:38][CH:37]=[CH:36][CH:35]=1)(=O)[CH3:32].Cl. (9) Given the product [CH3:23][O:22][C:19]1[CH:18]=[CH:17][C:16]([CH2:15][CH:10]2[CH2:9][NH:8][CH2:13][CH2:12][N:11]2[CH3:14])=[CH:21][CH:20]=1, predict the reactants needed to synthesize it. The reactants are: C([N:8]1[CH2:13][CH2:12][N:11]([CH3:14])[CH:10]([CH2:15][C:16]2[CH:21]=[CH:20][C:19]([O:22][CH3:23])=[CH:18][CH:17]=2)[CH2:9]1)C1C=CC=CC=1.[H][H].